Dataset: Full USPTO retrosynthesis dataset with 1.9M reactions from patents (1976-2016). Task: Predict the reactants needed to synthesize the given product. (1) Given the product [F:1][C:2]1[CH:3]=[C:4]([NH:27][C:40]([NH:39][C:37](=[O:38])[CH2:36][C:31]2[CH:32]=[CH:33][CH:34]=[CH:35][C:30]=2[O:29][CH3:28])=[S:41])[CH:5]=[CH:6][C:7]=1[O:8][C:9]1[CH:14]=[CH:13][N:12]=[C:11]2[CH:15]=[C:16]([C:18]3[N:19]=[CH:20][N:21]([CH2:23][CH2:24][O:25][CH3:26])[CH:22]=3)[S:17][C:10]=12, predict the reactants needed to synthesize it. The reactants are: [F:1][C:2]1[CH:3]=[C:4]([NH2:27])[CH:5]=[CH:6][C:7]=1[O:8][C:9]1[CH:14]=[CH:13][N:12]=[C:11]2[CH:15]=[C:16]([C:18]3[N:19]=[CH:20][N:21]([CH2:23][CH2:24][O:25][CH3:26])[CH:22]=3)[S:17][C:10]=12.[CH3:28][O:29][C:30]1[CH:35]=[CH:34][CH:33]=[CH:32][C:31]=1[CH2:36][C:37]([N:39]=[C:40]=[S:41])=[O:38]. (2) The reactants are: C[O:2][C:3]([C:5]([NH:8][C:9](=[O:20])[O:10][CH2:11][C:12]1[CH:17]=[C:16]([CH3:18])[N:15]=[C:14]([CH3:19])[CH:13]=1)([CH3:7])[CH3:6])=[O:4].[Li+].[OH-].Cl. Given the product [C:3]([C:5]([NH:8][C:9](=[O:20])[O:10][CH2:11][C:12]1[CH:13]=[C:14]([CH3:19])[N:15]=[C:16]([CH3:18])[CH:17]=1)([CH3:6])[CH3:7])([OH:4])=[O:2], predict the reactants needed to synthesize it.